Dataset: Catalyst prediction with 721,799 reactions and 888 catalyst types from USPTO. Task: Predict which catalyst facilitates the given reaction. (1) Reactant: [CH2:1]([S:3](Cl)(=[O:5])=[O:4])[CH3:2].[C:7]1([C:13]2[O:17][C:16]([C:18]3[C:19]([NH2:30])=[N:20][CH:21]=[C:22]([N:24]4[CH2:29][CH2:28][NH:27][CH2:26][CH2:25]4)[N:23]=3)=[N:15][N:14]=2)[CH:12]=[CH:11][CH:10]=[CH:9][CH:8]=1.C(N(CC)CC)C. Product: [CH2:1]([S:3]([N:27]1[CH2:28][CH2:29][N:24]([C:22]2[N:23]=[C:18]([C:16]3[O:17][C:13]([C:7]4[CH:12]=[CH:11][CH:10]=[CH:9][CH:8]=4)=[N:14][N:15]=3)[C:19]([NH2:30])=[N:20][CH:21]=2)[CH2:25][CH2:26]1)(=[O:5])=[O:4])[CH3:2]. The catalyst class is: 4. (2) Reactant: [CH2:1]([O:8][C:9]1[CH:14]=[C:13]([CH3:15])[N:12]=[C:11]([CH3:16])[C:10]=1[CH2:17][OH:18])[C:2]1[CH:7]=[CH:6][CH:5]=[CH:4][CH:3]=1.CC(OI1(OC(C)=O)(OC(C)=O)OC(=O)C2C=CC=CC1=2)=O.C(=O)(O)[O-].[Na+].S([O-])([O-])(=O)=S.[Na+].[Na+]. Product: [CH2:1]([O:8][C:9]1[CH:14]=[C:13]([CH3:15])[N:12]=[C:11]([CH3:16])[C:10]=1[CH:17]=[O:18])[C:2]1[CH:3]=[CH:4][CH:5]=[CH:6][CH:7]=1. The catalyst class is: 4. (3) Reactant: [Cl:1][C:2]1[C:3]([C:15]2([CH2:18][NH2:19])[CH2:17][CH2:16]2)=[N:4][CH:5]=[C:6]([CH:8]2[CH2:10][CH:9]2[C:11]([F:14])([F:13])[F:12])[CH:7]=1.Cl.C(N=C=NCCCN(C)C)C.[Cl:32][C:33]1[C:34]([C:39](O)=[O:40])=[N:35][CH:36]=[CH:37][N:38]=1.ON1C2C=CC=CC=2N=N1. The catalyst class is: 884. Product: [Cl:32][C:33]1[C:34]([C:39]([NH:19][CH2:18][C:15]2([C:3]3[C:2]([Cl:1])=[CH:7][C:6]([CH:8]4[CH2:10][CH:9]4[C:11]([F:14])([F:12])[F:13])=[CH:5][N:4]=3)[CH2:17][CH2:16]2)=[O:40])=[N:35][CH:36]=[CH:37][N:38]=1. (4) Reactant: [CH3:1][CH2:2][CH2:3][CH:4]([C:6]1([CH2:15][CH3:16])[C:13](=[O:14])[N-:12][C:10](=[O:11])[NH:9][C:7]1=[O:8])[CH3:5].[Na+].[Cl-]. Product: [CH3:1][CH2:2][CH2:3][CH:4]([C:6]1([CH2:15][CH3:16])[C:13](=[O:14])[NH:12][C:10](=[O:11])[NH:9][C:7]1=[O:8])[CH3:5]. The catalyst class is: 6. (5) Product: [C:1]([N:5]1[C:9]([NH:10][C:11]2[N:16]=[C:15]([CH2:17][C:18]3([C:31]4[O:32][C:35](=[O:36])[NH:34][N:33]=4)[CH2:23][CH2:22][N:21]([C:24]([O:26][C:27]([CH3:28])([CH3:30])[CH3:29])=[O:25])[CH2:20][CH2:19]3)[CH:14]=[CH:13][CH:12]=2)=[CH:8][CH:7]=[N:6]1)([CH3:2])([CH3:3])[CH3:4]. The catalyst class is: 7. Reactant: [C:1]([N:5]1[C:9]([NH:10][C:11]2[N:16]=[C:15]([CH2:17][C:18]3([C:31]([NH:33][NH2:34])=[O:32])[CH2:23][CH2:22][N:21]([C:24]([O:26][C:27]([CH3:30])([CH3:29])[CH3:28])=[O:25])[CH2:20][CH2:19]3)[CH:14]=[CH:13][CH:12]=2)=[CH:8][CH:7]=[N:6]1)([CH3:4])([CH3:3])[CH3:2].[C:35](N1C=CN=C1)(N1C=CN=C1)=[O:36].C(=O)(O)[O-].[Na+].O.